From a dataset of Catalyst prediction with 721,799 reactions and 888 catalyst types from USPTO. Predict which catalyst facilitates the given reaction. Product: [C:30]([O:29][C:28](=[O:34])[NH:1][C:2]1([C:9]2[CH:14]=[CH:13][CH:12]=[C:11]([C:15]([CH3:18])([CH3:17])[CH3:16])[CH:10]=2)[CH2:3][CH2:4][C:5](=[O:8])[CH2:6][CH2:7]1)([CH3:33])([CH3:32])[CH3:31]. Reactant: [NH2:1][C:2]1([C:9]2[CH:14]=[CH:13][CH:12]=[C:11]([C:15]([CH3:18])([CH3:17])[CH3:16])[CH:10]=2)[CH2:7][CH2:6][C:5](=[O:8])[CH2:4][CH2:3]1.C(N(C(C)C)CC)(C)C.[C:28](=O)([O:34]C(C)(C)C)[O:29][C:30]([CH3:33])([CH3:32])[CH3:31]. The catalyst class is: 2.